Dataset: Full USPTO retrosynthesis dataset with 1.9M reactions from patents (1976-2016). Task: Predict the reactants needed to synthesize the given product. (1) The reactants are: [CH:1]([O:3][CH2:4][CH2:5][O:6][CH2:7][CH2:8][O:9][CH2:10][CH2:11][O:12][CH2:13][CH2:14][O:15][CH2:16][CH2:17][O:18][CH2:19][CH2:20][O:21][CH2:22][CH2:23][O:24][CH2:25][CH2:26][O:27][CH2:28][CH2:29][O:30][CH2:31][CH2:32][OH:33])=[CH2:2].[OH-].[Na+].[CH3:36]I. Given the product [CH:1]([O:3][CH2:4][CH2:5][O:6][CH2:7][CH2:8][O:9][CH2:10][CH2:11][O:12][CH2:13][CH2:14][O:15][CH2:16][CH2:17][O:18][CH2:19][CH2:20][O:21][CH2:22][CH2:23][O:24][CH2:25][CH2:26][O:27][CH2:28][CH2:29][O:30][CH2:31][CH2:32][O:33][CH3:36])=[CH2:2], predict the reactants needed to synthesize it. (2) Given the product [CH3:1][O:2][C:3]1[CH:4]=[CH:5][C:6]([CH:9]([CH3:10])[C:16]([OH:17])=[O:15])=[CH:7][CH:8]=1, predict the reactants needed to synthesize it. The reactants are: [CH3:1][O:2][C:3]1[CH:8]=[CH:7][C:6]([C:9](=O)[CH2:10]C)=[CH:5][CH:4]=1.C([O:15][CH:16](OCC)[O:17]CC)C.Cl(O)(=O)(=O)=O.CO.